This data is from Retrosynthesis with 50K atom-mapped reactions and 10 reaction types from USPTO. The task is: Predict the reactants needed to synthesize the given product. (1) Given the product NC(=O)COc1ccc(CNC23CC4CC(CC(C4)C2)C3)cc1, predict the reactants needed to synthesize it. The reactants are: NC(=O)COc1ccc(C=O)cc1.NC12CC3CC(CC(C3)C1)C2. (2) Given the product C[C@@H]1O[C@@H](CC2C=CCC3C(=O)c4ccccc4C(=O)C23)C[C@H](NC(=O)C(F)(F)F)[C@@H]1OC(=O)c1ccc([N+](=O)[O-])cc1, predict the reactants needed to synthesize it. The reactants are: C=C/C=C/C[C@H]1C[C@H](NC(=O)C(F)(F)F)[C@H](OC(=O)c2ccc([N+](=O)[O-])cc2)[C@H](C)O1.O=C1C=CC(=O)c2ccccc21. (3) Given the product CC[C@@H]1COCCN1CC#CCCl, predict the reactants needed to synthesize it. The reactants are: CC[C@@H]1COCCN1.ClCC#CCCl. (4) Given the product CCCCOP(=O)(OCCCC)c1ccsc1-c1sccc1P(=O)(OCCCC)OCCCC, predict the reactants needed to synthesize it. The reactants are: CCCCOP(=O)(OCCCC)c1ccsc1I.CCCCOP(=O)(OCCCC)c1ccsc1[Sn](CCCC)(CCCC)CCCC. (5) Given the product COC(=O)c1ccc(N(C)C)cc1Br, predict the reactants needed to synthesize it. The reactants are: CNC.COC(=O)c1ccc(F)cc1Br.